This data is from Catalyst prediction with 721,799 reactions and 888 catalyst types from USPTO. The task is: Predict which catalyst facilitates the given reaction. (1) Product: [CH:14]1[C:15]2[C:10](=[CH:9][C:8]3[C:17]([C:16]=2[CH2:18][N:19]([CH2:2][CH3:3])[CH2:20][CH2:21][CH2:22][OH:23])=[CH:4][CH:5]=[CH:6][CH:7]=3)[CH:11]=[CH:12][CH:13]=1. Reactant: Br[CH2:2][CH3:3].[CH:4]1[C:17]2[C:8](=[CH:9][C:10]3[C:15]([C:16]=2[CH2:18][NH:19][CH2:20][CH2:21][CH2:22][OH:23])=[CH:14][CH:13]=[CH:12][CH:11]=3)[CH:7]=[CH:6][CH:5]=1.C([O-])([O-])=O.[K+].[K+]. The catalyst class is: 10. (2) Reactant: Cl.Cl.[NH2:3][C:4]1[CH:13]=[CH:12][C:11]([OH:14])=[C:10]2[C:5]=1[CH:6]=[CH:7][CH:8]=[N:9]2.C([O-])([O-])=O.[K+].[K+].Cl[C:22]1[CH:27]=[CH:26][N:25]=[C:24]([NH2:28])[C:23]=1[N+:29]([O-:31])=[O:30]. Product: [NH2:28][C:24]1[C:23]([N+:29]([O-:31])=[O:30])=[C:22]([O:14][C:11]2[C:10]3[N:9]=[CH:8][CH:7]=[CH:6][C:5]=3[C:4]([NH2:3])=[CH:13][CH:12]=2)[CH:27]=[CH:26][N:25]=1. The catalyst class is: 58. (3) Reactant: C([O:3][C:4]([C:6]1[O:10][N:9]=[C:8]([CH2:11][C:12]2[CH:17]=[CH:16][CH:15]=[CH:14][CH:13]=2)[N:7]=1)=[O:5])C.O.[OH-].[Li+]. Product: [CH2:11]([C:8]1[N:7]=[C:6]([C:4]([OH:5])=[O:3])[O:10][N:9]=1)[C:12]1[CH:13]=[CH:14][CH:15]=[CH:16][CH:17]=1. The catalyst class is: 24. (4) Reactant: [Cl:1][C:2]1[CH:3]=[C:4]([CH2:9][C:10]#[N:11])[CH:5]=[CH:6][C:7]=1[Cl:8].[NH2-].[Na+].[CH2:14]1[O:16][C@H:15]1[CH2:17]Cl.[Cl-].N. Product: [Cl:1][C:2]1[CH:3]=[C:4]([C@:9]2([C:10]#[N:11])[CH2:17][C@H:15]2[CH2:14][OH:16])[CH:5]=[CH:6][C:7]=1[Cl:8]. The catalyst class is: 476.